From a dataset of Experimentally validated miRNA-target interactions with 360,000+ pairs, plus equal number of negative samples. Binary Classification. Given a miRNA mature sequence and a target amino acid sequence, predict their likelihood of interaction. (1) The miRNA is hsa-miR-3611 with sequence UUGUGAAGAAAGAAAUUCUUA. The protein sequence of the target gene is MHLKIVLAFLALSLITIFALAYVLLTSPGGSSQPPHCPSVSHRAQPWPHPGQSQLFADLSREELTAVMRFLTQRLGPGLVDAAQAQPSDNCIFSVELQLPPKAAALAHLDRGSPPPAREALAIVLFGGQPQPNVSELVVGPLPHPSYMRDVTVERHGGPLPYHRRPVLRAEFTQMWRHLKEVELPKAPIFLSSTFNYNGSTLAAVHATPRGLRSGDRATWMALYHNISGVGLFLHPVGLELLLDHRALDPAHWTVQQVFYLGHYYADLGQLEREFKSGRLEVVRVPLPPPNGASSLRSRN.... Result: 0 (no interaction). (2) The miRNA is hsa-miR-8063 with sequence UCAAAAUCAGGAGUCGGGGCUU. The protein sequence of the target gene is MVPLCQVEVLYFAKSAEITGVRSETISVPQEIKALQLWKEIETRHPGLADVRNQIIFAVRQEYVELGDQLLVLQPGDEIAVIPPISGG. Result: 1 (interaction). (3) The miRNA is hsa-miR-190a-3p with sequence CUAUAUAUCAAACAUAUUCCU. The protein sequence of the target gene is MASAGSGMEEVRVSVLTPLKLVGLVCIFLALCLDLGAVLSPAWVTADHQYYLSLWESCRKPASLDIWHCESTLSSDWQIATLALLLGGAAIILIAFLVGLISICVGSRRRFYRPVAVMLFAAVVLQVCSLVLYPIKFIETVSLKIYHEFNWGYGLAWGATIFSFGGAILYCLNPKNYEDYY. Result: 1 (interaction). (4) Result: 0 (no interaction). The miRNA is mmu-miR-323-3p with sequence CACAUUACACGGUCGACCUCU. The protein sequence of the target gene is MDAPRLPVRPGVLLPKLVLLFVYADDCLAQCGKDCKSYCCDGTTPYCCSYYAYIGNILSGTAIAGIVFGIVFIMGVIAGIAICICMCMKNHRATRVGILRTTHINTVSSYPGPPPYGHDHEMEYCADLPPPYSPTPQGPAQRSPPPPYPGNARK. (5) The miRNA is rno-miR-335 with sequence UCAAGAGCAAUAACGAAAAAUGU. The protein sequence of the target gene is MSAPAGSSHPAASARIPPKFGGAAVSGAAAPAGPGAGPAPHQQNGPAQNQMQVPSGYGLHHQNYIAPSGHYSQGPGKMTSLPLDTQCGDYYSALYTVPTQNVTPNTVNQQPGAQQLYSRGPPAPHIVGSTLGSFQGAASSASHLHTSASQPYSSFVNHYNSPAMYSASSSVASQGFPSTCGHYAMSTVSNAAYPSVSYPSLPAGDTYGQMFTSQNAPTVRPVKDNSFSGQNTAISHPSPLPPLPSQQHHQQQSLSGYSTLTWSSPGLPSTQDNLIRNHTGSLAVANNNPTITVADSLSCP.... Result: 0 (no interaction). (6) The miRNA is mmu-miR-467d-3p with sequence AUAUACAUACACACACCUACAC. The protein sequence of the target gene is MGNNCYNVVVIVLLLVGCEKVGAVQNSCDNCQPGTFCRKYNPVCKSCPPSTFSSIGGQPNCNICRVCAGYFRFKKFCSSTHNAECECIEGFHCLGPQCTRCEKDCRPGQELTKQGCKTCSLGTFNDQNGTGVCRPWTNCSLDGRSVLKTGTTEKDVVCGPPVVSFSPSTTISVTPEGGPGGHSLQVLTLFLALTSALLLALIFITLLFSVLKWIRKKFPHIFKQPFKKTTGAAQEEDACSCRCPQEEEGGGGGYEL. Result: 0 (no interaction).